This data is from Catalyst prediction with 721,799 reactions and 888 catalyst types from USPTO. The task is: Predict which catalyst facilitates the given reaction. (1) Reactant: [C:1]([O:5][C:6]([NH:8][C:9]1[CH:13]=[CH:12][S:11][C:10]=1I)=[O:7])([CH3:4])([CH3:3])[CH3:2].[Br:15][C:16]1[CH:21]=[CH:20][C:19](B(O)O)=[CH:18][CH:17]=1.C([O-])([O-])=O.[Na+].[Na+]. Product: [C:1]([O:5][C:6]([NH:8][C:9]1[CH:13]=[CH:12][S:11][C:10]=1[C:19]1[CH:20]=[CH:21][C:16]([Br:15])=[CH:17][CH:18]=1)=[O:7])([CH3:4])([CH3:3])[CH3:2]. The catalyst class is: 73. (2) The catalyst class is: 7. Reactant: [Cl:1][C:2]1[CH:3]=[C:4]([CH:12]([CH2:19][C@H:20]2[CH2:40][CH2:39][C:22]3([O:26][C@H:25]([C:27]4[CH:32]=[CH:31][CH:30]=[CH:29][CH:28]=4)[C@@H:24]([C:33]4[CH:38]=[CH:37][CH:36]=[CH:35][CH:34]=4)[O:23]3)[CH2:21]2)[C:13](N(OC)C)=[O:14])[CH:5]=[CH:6][C:7]=1[S:8]([CH3:11])(=[O:10])=[O:9].[CH:41]([Mg]Br)=[CH2:42].Cl. Product: [Cl:1][C:2]1[CH:3]=[C:4]([CH:12]([CH2:19][C@H:20]2[CH2:40][CH2:39][C:22]3([O:23][C@H:24]([C:33]4[CH:34]=[CH:35][CH:36]=[CH:37][CH:38]=4)[C@@H:25]([C:27]4[CH:28]=[CH:29][CH:30]=[CH:31][CH:32]=4)[O:26]3)[CH2:21]2)[C:13](=[O:14])[CH:41]=[CH2:42])[CH:5]=[CH:6][C:7]=1[S:8]([CH3:11])(=[O:10])=[O:9]. (3) Reactant: [F:1][C:2]1[CH:7]=[CH:6][C:5]([CH2:8][C:9]#[N:10])=[CH:4][CH:3]=1.[NH2:11][OH:12]. Product: [F:1][C:2]1[CH:7]=[CH:6][C:5]([CH2:8][C:9](=[NH:10])[NH:11][OH:12])=[CH:4][CH:3]=1. The catalyst class is: 14. (4) Reactant: [H-].[H-].[H-].[H-].[Li+].[Al+3].[CH3:7][CH:8]1[CH2:13][N:12]([C:14]2[N:19]=[CH:18][CH:17]=[CH:16][N:15]=2)[CH2:11][CH:10]([CH3:20])[N:9]1[CH2:21][CH2:22][CH2:23][NH-:24]. Product: [CH3:7][CH:8]1[CH2:13][N:12]([C:14]2[N:15]=[CH:16][CH:17]=[CH:18][N:19]=2)[CH2:11][CH:10]([CH3:20])[N:9]1[CH2:21][CH2:22][CH2:23][NH2:24]. The catalyst class is: 385. (5) Reactant: Cl[C:2]1[C:3]2[C:4](=[CH:14][N:15](CC3C=CC(OC)=CC=3)[N:16]=2)[N:5]=[C:6]([C:8]2[CH:13]=[CH:12][CH:11]=[CH:10][CH:9]=2)[N:7]=1.[CH3:26][N:27]([CH2:29][C:30]1[CH:36]=[CH:35][C:33]([NH2:34])=[CH:32][CH:31]=1)[CH3:28].Cl. Product: [CH3:28][N:27]([CH2:29][C:30]1[CH:31]=[CH:32][C:33]([NH:34][C:2]2[C:3]3[NH:16][N:15]=[CH:14][C:4]=3[N:5]=[C:6]([C:8]3[CH:9]=[CH:10][CH:11]=[CH:12][CH:13]=3)[N:7]=2)=[CH:35][CH:36]=1)[CH3:26]. The catalyst class is: 71. (6) Reactant: [Al+3].[Cl-].[Cl-].[Cl-].[F:5][C:6]1[CH:18]=[CH:17][CH:16]=[CH:15][C:7]=1[O:8][CH2:9][CH2:10][C:11]([CH3:14])(O)[CH3:12]. Product: [F:5][C:6]1[CH:18]=[CH:17][CH:16]=[C:15]2[C:7]=1[O:8][CH2:9][CH2:10][C:11]2([CH3:14])[CH3:12]. The catalyst class is: 463. (7) Reactant: C(O)(=O)C.[NH2:5][CH2:6][C@@H:7]([C:9]1[CH:10]=[CH:11][C:12]([OH:20])=[C:13]([NH:15][S:16]([CH3:19])(=[O:18])=[O:17])[CH:14]=1)[OH:8].O=[C:22]1[CH2:27][CH2:26][N:25]([C:28]2[CH:41]=[CH:40][C:31]([CH2:32][N:33]3[C:37](=[O:38])[NH:36][C:35](=[O:39])[O:34]3)=[CH:30][CH:29]=2)[CH2:24][CH2:23]1.C(O[BH-](OC(=O)C)OC(=O)C)(=O)C.[Na+]. Product: [O:38]=[C:37]1[NH:36][C:35](=[O:39])[O:34][N:33]1[CH2:32][C:31]1[CH:30]=[CH:29][C:28]([N:25]2[CH2:26][CH2:27][CH:22]([NH:5][CH2:6][C@@H:7]([C:9]3[CH:10]=[CH:11][C:12]([OH:20])=[C:13]([NH:15][S:16]([CH3:19])(=[O:18])=[O:17])[CH:14]=3)[OH:8])[CH2:23][CH2:24]2)=[CH:41][CH:40]=1. The catalyst class is: 3. (8) Reactant: [C:1]([C:4]1[C:9]([C:10]2[CH:15]=[CH:14][CH:13]=[CH:12][CH:11]=2)=[N:8][N:7]([CH2:16][CH3:17])[C:6](=[O:18])[C:5]=1[N+:19]([O-])=O)(=[O:3])[CH3:2].[NH:22]1[C:30]2[C:25](=[CH:26][CH:27]=[CH:28][C:29]=2N)[CH:24]=[N:23]1. Product: [C:1]([C:4]1[C:9]([C:10]2[CH:15]=[CH:14][CH:13]=[CH:12][CH:11]=2)=[N:8][N:7]([CH2:16][CH3:17])[C:6](=[O:18])[C:5]=1[NH:19][C:29]1[CH:28]=[CH:27][CH:26]=[C:25]2[C:30]=1[NH:22][N:23]=[CH:24]2)(=[O:3])[CH3:2]. The catalyst class is: 8. (9) Reactant: N#N.[CH3:3][C:4]([Si:7]([CH3:21])([CH3:20])[O:8][CH2:9][C:10]1[CH:15]=[CH:14][CH:13]=[C:12]([O:16][CH2:17][O:18][CH3:19])[CH:11]=1)([CH3:6])[CH3:5].C([Li])CCC.Cl[C:28]([O:30][CH2:31][CH3:32])=[O:29]. Product: [Si:7]([O:8][CH2:9][C:10]1[CH:15]=[CH:14][CH:13]=[C:12]([O:16][CH2:17][O:18][CH3:19])[C:11]=1[C:28]([O:30][CH2:31][CH3:32])=[O:29])([C:4]([CH3:3])([CH3:5])[CH3:6])([CH3:20])[CH3:21]. The catalyst class is: 392. (10) The catalyst class is: 3. Reactant: C[O:2][C:3](=O)[CH:4]([CH:18]1[CH2:23][CH2:22][N:21]([O:24][CH3:25])[CH2:20][CH2:19]1)[NH:5][C:6](=[O:17])[CH2:7][C:8]1[C:13]([CH3:14])=[CH:12][C:11]([CH3:15])=[CH:10][C:9]=1[CH3:16].CC([O-])(C)C.[K+].Cl. Product: [OH:2][C:3]1[CH:4]([CH:18]2[CH2:19][CH2:20][N:21]([O:24][CH3:25])[CH2:22][CH2:23]2)[NH:5][C:6](=[O:17])[C:7]=1[C:8]1[C:13]([CH3:14])=[CH:12][C:11]([CH3:15])=[CH:10][C:9]=1[CH3:16].